This data is from Forward reaction prediction with 1.9M reactions from USPTO patents (1976-2016). The task is: Predict the product of the given reaction. (1) Given the reactants I[C:2]1[CH:11]=[CH:10][C:5]([C:6]([O:8][CH3:9])=[O:7])=[CH:4][CH:3]=1.[C:12]1([OH:18])[CH:17]=[CH:16][CH:15]=[CH:14][CH:13]=1.C([O-])([O-])=O.[Cs+].[Cs+].CN(C)CC(O)=O, predict the reaction product. The product is: [O:18]([C:2]1[CH:11]=[CH:10][C:5]([C:6]([O:8][CH3:9])=[O:7])=[CH:4][CH:3]=1)[C:12]1[CH:17]=[CH:16][CH:15]=[CH:14][CH:13]=1. (2) Given the reactants [Br:1][C:2]1[C:3]([C:12]2[O:13][CH:14]=[CH:15][CH:16]=2)=[N:4][N:5]2[C:10](Cl)=[CH:9][CH:8]=[CH:7][C:6]=12.[C:61]1(P([C:57]2[CH:62]=[CH:61][CH:60]=[CH:59]C=2)[C:61]2[CH:62]=[CH:57][C:57]3[C:59](=[CH:59][CH:60]=[CH:61][CH:62]=3)[C:60]=2[C:61]2[C:62]3[C:60](=[CH:61][CH:62]=[CH:57][CH:57]=3)[CH:59]=[CH:59][C:60]=2P([C:61]2[CH:62]=[CH:57]C=[CH:59][CH:60]=2)[C:61]2[CH:62]=[CH:57]C=[CH:59][CH:60]=2)[CH:62]=[CH:57]C=[CH:59][CH:60]=1.C(=O)([O-])[O-].[Cs+].[Cs+].C1([NH2:72])CC1.[Cl-].[NH4+], predict the reaction product. The product is: [Br:1][C:2]1[C:3]([C:12]2[O:13][CH:14]=[CH:15][CH:16]=2)=[N:4][N:5]2[C:10]([NH:72][CH:57]3[CH2:62][CH2:61][CH2:60][CH2:59]3)=[CH:9][CH:8]=[CH:7][C:6]=12. (3) Given the reactants [C:1]1([C:7]2[N:12]=[C:11]([C:13]([OH:15])=O)[CH:10]=[CH:9][N:8]=2)[CH:6]=[CH:5][CH:4]=[CH:3][CH:2]=1.C(N1C=CN=C1)(N1[CH:22]=[CH:21]N=C1)=O.C(O)(=O)[CH2:29][C:30]([OH:32])=[O:31].C([K])C.[Cl-].[Mg+2].[Cl-], predict the reaction product. The product is: [CH2:21]([O:32][C:30](=[O:31])[CH2:29][C:13](=[O:15])[C:11]1[CH:10]=[CH:9][N:8]=[C:7]([C:1]2[CH:2]=[CH:3][CH:4]=[CH:5][CH:6]=2)[N:12]=1)[CH3:22]. (4) Given the reactants [C:1]([C:3]([N:12]1[CH2:17][CH2:16][N:15]([C:18]([O:20][C:21]([CH3:24])([CH3:23])[CH3:22])=[O:19])[CH2:14][CH2:13]1)([C:5]1[CH:10]=[CH:9][CH:8]=[CH:7][C:6]=1[F:11])[CH3:4])#N.C[Mg]Br, predict the reaction product. The product is: [F:11][C:6]1[CH:7]=[CH:8][CH:9]=[CH:10][C:5]=1[C:3]([N:12]1[CH2:13][CH2:14][N:15]([C:18]([O:20][C:21]([CH3:24])([CH3:23])[CH3:22])=[O:19])[CH2:16][CH2:17]1)([CH3:4])[CH3:1]. (5) The product is: [OH:6][CH:5]([CH2:4][OH:3])[C:7]([O:9][C@@H:10]1[CH2:15][C@H:14]([CH3:16])[CH2:13][CH2:12][C@H:11]1[CH:17]([CH3:18])[CH3:19])=[O:8]. Given the reactants CC1(C)[O:6][CH:5]([C:7]([O:9][C@@H:10]2[CH2:15][C@H:14]([CH3:16])[CH2:13][CH2:12][C@H:11]2[CH:17]([CH3:19])[CH3:18])=[O:8])[CH2:4][O:3]1, predict the reaction product. (6) Given the reactants [CH2:1]([S:3]([CH2:6][CH2:7][CH2:8][NH:9]C(=O)OC(C)(C)C)(=[O:5])=[O:4])[CH3:2].[ClH:17], predict the reaction product. The product is: [ClH:17].[CH2:1]([S:3]([CH2:6][CH2:7][CH2:8][NH2:9])(=[O:5])=[O:4])[CH3:2]. (7) Given the reactants [Cl:1][C:2]1[CH:7]=[C:6](Cl)[N:5]2[N:9]=[C:10]([C:12]3[CH:17]=[CH:16][CH:15]=[C:14]([Cl:18])[CH:13]=3)[CH:11]=[C:4]2[N:3]=1.[NH:19]1[CH2:24][CH2:23][O:22][CH2:21][CH2:20]1, predict the reaction product. The product is: [Cl:1][C:2]1[CH:7]=[C:6]([N:19]2[CH2:24][CH2:23][O:22][CH2:21][CH2:20]2)[N:5]2[N:9]=[C:10]([C:12]3[CH:17]=[CH:16][CH:15]=[C:14]([Cl:18])[CH:13]=3)[CH:11]=[C:4]2[N:3]=1. (8) The product is: [CH3:15][O:14][C:9]1[C:8]([C:6]2[CH:5]=[CH:4][C:3]3[NH:16][C:19]([C:18]([Cl:24])([Cl:23])[Cl:17])=[N:1][C:2]=3[CH:7]=2)=[CH:13][CH:12]=[CH:11][N:10]=1. Given the reactants [NH2:1][C:2]1[CH:7]=[C:6]([C:8]2[C:9]([O:14][CH3:15])=[N:10][CH:11]=[CH:12][CH:13]=2)[CH:5]=[CH:4][C:3]=1[NH2:16].[Cl:17][C:18]([Cl:24])([Cl:23])[C:19](=N)OC, predict the reaction product. (9) Given the reactants C(OC([N:11]1[CH2:15][C:14](=[O:16])[N:13]=[C:12]1[NH:17][C:18]([C:20]1[S:21][CH:22]=[CH:23][C:24]=1[CH3:25])=[O:19])=O)C1C=CC=CC=1.[N:26]1[C:35]2[C:30](=[N:31][C:32]([CH:36]=O)=[CH:33][CH:34]=2)[CH:29]=[CH:28][CH:27]=1.N1CCCCC1, predict the reaction product. The product is: [N:31]1[C:30]2[C:35](=[N:26][CH:27]=[CH:28][CH:29]=2)[CH:34]=[CH:33][C:32]=1[CH:36]=[C:15]1[NH:11][C:12]([NH:17][C:18]([C:20]2[S:21][CH:22]=[CH:23][C:24]=2[CH3:25])=[O:19])=[N:13][C:14]1=[O:16].